From a dataset of Full USPTO retrosynthesis dataset with 1.9M reactions from patents (1976-2016). Predict the reactants needed to synthesize the given product. Given the product [CH3:22][N:23]([CH2:1][C:3]1[CH:8]=[CH:7][CH:6]=[CH:5][C:4]=1[N:9]1[CH2:14][CH2:13][N:12]([C:15]([O:17][C:18]([CH3:21])([CH3:20])[CH3:19])=[O:16])[CH2:11][CH2:10]1)[CH3:24], predict the reactants needed to synthesize it. The reactants are: [CH:1]([C:3]1[CH:8]=[CH:7][CH:6]=[CH:5][C:4]=1[N:9]1[CH2:14][CH2:13][N:12]([C:15]([O:17][C:18]([CH3:21])([CH3:20])[CH3:19])=[O:16])[CH2:11][CH2:10]1)=O.[CH3:22][NH:23][CH3:24].[BH-](OC(C)=O)(OC(C)=O)OC(C)=O.[Na+].